Dataset: Full USPTO retrosynthesis dataset with 1.9M reactions from patents (1976-2016). Task: Predict the reactants needed to synthesize the given product. (1) Given the product [CH3:15][C@@H:14]1[CH2:13][C:12]2[CH:16]=[C:17]3[O:22][CH2:21][O:20][C:18]3=[CH:19][C:11]=2[C:10]([C:23]2[CH:28]=[CH:27][C:26]([N+:29]([O-:31])=[O:30])=[C:25]([CH3:32])[CH:24]=2)=[N:9][N:8]1[C:6](=[S:7])[NH:5][NH2:4], predict the reactants needed to synthesize it. The reactants are: C(C1[S:7][C:6]([N:8]2[C@H:14]([CH3:15])[CH2:13][C:12]3[CH:16]=[C:17]4[O:22][CH2:21][O:20][C:18]4=[CH:19][C:11]=3[C:10]([C:23]3[CH:28]=[CH:27][C:26]([N+:29]([O-:31])=[O:30])=[C:25]([CH3:32])[CH:24]=3)=[N:9]2)=[N:5][N:4]=1)C.CC1CC2C=C3OCOC3=CC=2C(C2C=CC([N+]([O-])=O)=CC=2)=NN1C(=S)NN. (2) Given the product [S:15]1[C:19]2[CH:20]=[CH:21][CH:22]=[CH:23][C:18]=2[CH:17]=[C:16]1[C:24]([NH:26][C@H:27]([C:32]([NH:1][CH:2]([CH2:13][CH3:14])[CH2:3][CH2:4][NH:5][C:6](=[O:12])[O:7][C:8]([CH3:9])([CH3:10])[CH3:11])=[O:33])[CH2:28][CH:29]([CH3:30])[CH3:31])=[O:25], predict the reactants needed to synthesize it. The reactants are: [NH2:1][CH:2]([CH2:13][CH3:14])[CH2:3][CH2:4][NH:5][C:6](=[O:12])[O:7][C:8]([CH3:11])([CH3:10])[CH3:9].[S:15]1[C:19]2[CH:20]=[CH:21][CH:22]=[CH:23][C:18]=2[CH:17]=[C:16]1[C:24]([NH:26][C@H:27]([C:32](O)=[O:33])[CH2:28][CH:29]([CH3:31])[CH3:30])=[O:25].CN1CCOCC1.CCN=C=NCCCN(C)C.Cl.